This data is from Forward reaction prediction with 1.9M reactions from USPTO patents (1976-2016). The task is: Predict the product of the given reaction. (1) Given the reactants [CH2:1]([CH:3]1[C:16]2[C:11](=[CH:12][CH:13]=[C:14]([F:17])[CH:15]=2)[C:10]2[CH:9]=[CH:8][CH:7]=[CH:6][C:5]=2[N:4]1[S:18]([C:21]1[CH:26]=[CH:25][C:24]([OH:27])=[CH:23][CH:22]=1)(=[O:20])=[O:19])[CH3:2].N1C=CC=CC=1.[C:34](Cl)(=[O:37])[CH2:35][CH3:36], predict the reaction product. The product is: [C:34]([O:27][C:24]1[CH:23]=[CH:22][C:21]([S:18]([N:4]2[CH:3]([CH2:1][CH3:2])[C:16]3[C:11](=[CH:12][CH:13]=[C:14]([F:17])[CH:15]=3)[C:10]3[CH:9]=[CH:8][CH:7]=[CH:6][C:5]2=3)(=[O:20])=[O:19])=[CH:26][CH:25]=1)(=[O:37])[CH2:35][CH3:36]. (2) Given the reactants [Cl:1][C:2]1[CH:22]=[C:21]([S:23]([CH3:26])(=[O:25])=[O:24])[CH:20]=[CH:19][C:3]=1[O:4][C:5]1[CH:6]=[C:7]([CH2:15][C:16]([OH:18])=O)[CH:8]=[C:9]([C:11]([F:14])([F:13])[F:12])[CH:10]=1.[CH2:27]([S:29]([NH2:32])(=[O:31])=[O:30])[CH3:28], predict the reaction product. The product is: [Cl:1][C:2]1[CH:22]=[C:21]([S:23]([CH3:26])(=[O:24])=[O:25])[CH:20]=[CH:19][C:3]=1[O:4][C:5]1[CH:6]=[C:7]([CH2:15][C:16]([NH:32][S:29]([CH2:27][CH3:28])(=[O:31])=[O:30])=[O:18])[CH:8]=[C:9]([C:11]([F:13])([F:14])[F:12])[CH:10]=1. (3) Given the reactants [F:1][C@H:2]1[C@@H:7](OS(C)(=O)=O)[CH2:6][CH2:5][N:4]([C:13]([O:15][CH2:16][C:17]2[CH:22]=[CH:21][CH:20]=[CH:19][CH:18]=2)=[O:14])[CH2:3]1.[N-:23]=[N+:24]=[N-:25].[Na+], predict the reaction product. The product is: [N:23]([C@@H:7]1[CH2:6][CH2:5][N:4]([C:13]([O:15][CH2:16][C:17]2[CH:22]=[CH:21][CH:20]=[CH:19][CH:18]=2)=[O:14])[CH2:3][C@H:2]1[F:1])=[N+:24]=[N-:25]. (4) Given the reactants [Na].[SH:2][CH2:3][C:4]([O:6][CH2:7][CH3:8])=[O:5].Cl[C:10]1[CH:19]=[C:18](F)[C:17]2O[CH2:15][C:14]3[CH:21]=[C:22](C(O)=O)S[C:13]=3[C:12]=2[CH:11]=1.O.[CH2:28]([OH:30])C, predict the reaction product. The product is: [CH3:28][O:30][C:19]1[CH:18]=[C:17]2[C:12](=[CH:11][CH:10]=1)[C:13]1[S:2][C:3]([C:4]([O:6][CH2:7][CH3:8])=[O:5])=[CH:15][C:14]=1[CH2:21][CH2:22]2.